Predict the product of the given reaction. From a dataset of Forward reaction prediction with 1.9M reactions from USPTO patents (1976-2016). (1) Given the reactants [NH2:1][C:2]1[N:3]=[CH:4][C:5]([C:17]2[CH:22]=[CH:21][C:20]([C:23]([N:25]3[CH2:30][CH2:29][N:28]([CH3:31])[CH2:27][CH2:26]3)=[O:24])=[CH:19][CH:18]=2)=[N:6][C:7]=1[C:8]1[O:9][C:10]2[CH:15]=[CH:14][N:13]=[CH:12][C:11]=2[N:16]=1.CO.[BrH:34], predict the reaction product. The product is: [BrH:34].[NH2:1][C:2]1[N:3]=[CH:4][C:5]([C:17]2[CH:18]=[CH:19][C:20]([C:23]([N:25]3[CH2:30][CH2:29][N:28]([CH3:31])[CH2:27][CH2:26]3)=[O:24])=[CH:21][CH:22]=2)=[N:6][C:7]=1[C:8]1[O:9][C:10]2[CH:15]=[CH:14][N:13]=[CH:12][C:11]=2[N:16]=1. (2) The product is: [C:23]([C:25]([C:28]1[CH:32]=[C:31]([NH:33][C:34]([NH:19][C:18]2[CH:20]=[CH:21][CH:22]=[C:16]([O:15][C:6]3[C:5]4[C:10](=[CH:11][C:12]([O:13][CH3:14])=[C:3]([O:2][CH3:1])[CH:4]=4)[N:9]=[CH:8][N:7]=3)[CH:17]=2)=[O:35])[N:30]([C:43]2[CH:48]=[CH:47][CH:46]=[CH:45][CH:44]=2)[N:29]=1)([CH3:27])[CH3:26])#[N:24]. Given the reactants [CH3:1][O:2][C:3]1[CH:4]=[C:5]2[C:10](=[CH:11][C:12]=1[O:13][CH3:14])[N:9]=[CH:8][N:7]=[C:6]2[O:15][C:16]1[CH:17]=[C:18]([CH:20]=[CH:21][CH:22]=1)[NH2:19].[C:23]([C:25]([C:28]1[CH:32]=[C:31]([NH:33][C:34](=O)[O:35]C2C=CC=CC=2)[N:30]([C:43]2[CH:48]=[CH:47][CH:46]=[CH:45][CH:44]=2)[N:29]=1)([CH3:27])[CH3:26])#[N:24], predict the reaction product. (3) Given the reactants [CH2:1]([O:7][C:8]1[CH:13]=[CH:12][CH:11]=[CH:10][C:9]=1O)[CH2:2][CH2:3][CH2:4][CH2:5][CH3:6].[Br:15][CH2:16][CH2:17][CH2:18][CH2:19][CH2:20][CH2:21][CH2:22][CH2:23][CH2:24][CH2:25][CH2:26][CH2:27][CH2:28][CH2:29][CH2:30][CH2:31]O.C(P(CCCC)CCCC)CCC.N(C(N1CCCCC1)=O)=NC(N1CCCCC1)=O, predict the reaction product. The product is: [Br:15][CH2:16][CH2:17][CH2:18][CH2:19][CH2:20][CH2:21][CH2:22][CH2:23][CH2:24][CH2:25][CH2:26][CH2:27][CH2:28][CH2:29][CH2:30][CH2:31][C:9]1[CH:10]=[CH:11][CH:12]=[CH:13][C:8]=1[O:7][CH2:1][CH2:2][CH2:3][CH2:4][CH2:5][CH3:6].